Dataset: Forward reaction prediction with 1.9M reactions from USPTO patents (1976-2016). Task: Predict the product of the given reaction. (1) Given the reactants C(N(CC)CC)C.[CH2:8]([C:10]1[CH:11]=[CH:12][C:13]([CH:16](O)[CH2:17][O:18][C:19]2[CH:26]=[CH:25][C:22]([CH:23]=[O:24])=[CH:21][CH:20]=2)=[N:14][CH:15]=1)[CH3:9].[S:28](Cl)([C:31]1[CH:37]=[CH:36][C:34]([CH3:35])=[CH:33][CH:32]=1)(=[O:30])=[O:29], predict the reaction product. The product is: [CH2:8]([C:10]1[CH:11]=[CH:12][C:13]([CH:16]([S:28]([C:31]2[CH:37]=[CH:36][C:34]([CH3:35])=[CH:33][CH:32]=2)(=[O:30])=[O:29])[CH2:17][O:18][C:19]2[CH:26]=[CH:25][C:22]([CH:23]=[O:24])=[CH:21][CH:20]=2)=[N:14][CH:15]=1)[CH3:9]. (2) Given the reactants [CH2:1]([O:8][C:9]([N:11]1[CH2:15][CH2:14][CH2:13][C@H:12]1[C:16]1[NH:20][C:19]2[CH:21]=[CH:22][C:23](B3OC(C)(C)C(C)(C)O3)=[CH:24][C:18]=2[N:17]=1)=[O:10])[C:2]1[CH:7]=[CH:6][CH:5]=[CH:4][CH:3]=1.Br[C:35]1[CH:46]=[CH:45][C:38]([C:39]([NH:41][CH:42]2[CH2:44][CH2:43]2)=[O:40])=[CH:37][CH:36]=1.CN(C=O)C, predict the reaction product. The product is: [CH2:1]([O:8][C:9]([N:11]1[CH2:15][CH2:14][CH2:13][C@H:12]1[C:16]1[NH:17][C:18]2[CH:24]=[C:23]([C:35]3[CH:36]=[CH:37][C:38]([C:39](=[O:40])[NH:41][CH:42]4[CH2:44][CH2:43]4)=[CH:45][CH:46]=3)[CH:22]=[CH:21][C:19]=2[N:20]=1)=[O:10])[C:2]1[CH:7]=[CH:6][CH:5]=[CH:4][CH:3]=1. (3) Given the reactants [F:1][C:2]1[CH:10]=[C:9]([N+:11]([O-])=O)[C:8]([O:14][CH3:15])=[CH:7][C:3]=1[C:4]([OH:6])=[O:5].CC(O)=O.[H][H], predict the reaction product. The product is: [NH2:11][C:9]1[C:8]([O:14][CH3:15])=[CH:7][C:3]([C:4]([OH:6])=[O:5])=[C:2]([F:1])[CH:10]=1. (4) Given the reactants [C:1]12([O:11][CH2:12][CH2:13][O:14][CH2:15][CH2:16][O:17][CH2:18][CH2:19][O:20][CH2:21][CH2:22][O:23][CH2:24][CH2:25][CH2:26][CH2:27][N:28]=[N+]=[N-])[CH2:10][CH:5]3[CH2:6][CH:7]([CH2:9][CH:3]([CH2:4]3)[CH2:2]1)[CH2:8]2.C1(P(C2C=CC=CC=2)C2C=CC=CC=2)C=CC=CC=1.O, predict the reaction product. The product is: [C:1]12([O:11][CH2:12][CH2:13][O:14][CH2:15][CH2:16][O:17][CH2:18][CH2:19][O:20][CH2:21][CH2:22][O:23][CH2:24][CH2:25][CH2:26][CH2:27][NH2:28])[CH2:10][CH:5]3[CH2:4][CH:3]([CH2:9][CH:7]([CH2:6]3)[CH2:8]1)[CH2:2]2. (5) Given the reactants CN(/[CH:4]=[C:5]1\[CH2:6][N:7]([C:12]2[CH:22]=[CH:21][C:15]([C:16](OCC)=[O:17])=[CH:14][CH:13]=2)[CH2:8][CH2:9][C:10]\1=O)C.[C:23]1([NH:29][NH2:30])[CH:28]=[CH:27][CH:26]=[CH:25][CH:24]=1.O.[NH2:32][NH2:33], predict the reaction product. The product is: [C:23]1([N:29]2[CH:4]=[C:5]3[CH2:6][N:7]([C:12]4[CH:22]=[CH:21][C:15]([C:16]([NH:32][NH2:33])=[O:17])=[CH:14][CH:13]=4)[CH2:8][CH2:9][C:10]3=[N:30]2)[CH:28]=[CH:27][CH:26]=[CH:25][CH:24]=1. (6) Given the reactants C(O[BH-](OC(=O)C)OC(=O)C)(=O)C.[Na+].[C:15]([O:19][C:20](=[O:27])[NH:21][C:22]([CH3:26])([CH3:25])[CH:23]=O)([CH3:18])([CH3:17])[CH3:16].[F:28][C:29]1[C:30]([CH3:36])=[C:31]([CH:33]=[CH:34][CH:35]=1)[NH2:32].C(O)(=O)C.C(=O)(O)[O-].[Na+], predict the reaction product. The product is: [C:15]([O:19][C:20](=[O:27])[NH:21][C:22]([CH3:26])([CH3:25])[CH2:23][NH:32][C:31]1[CH:33]=[CH:34][CH:35]=[C:29]([F:28])[C:30]=1[CH3:36])([CH3:18])([CH3:17])[CH3:16]. (7) Given the reactants [CH3:1][O:2][C:3]1[CH:4]=[CH:5][CH:6]=[C:7]2[C:12]=1[NH:11][C:10](=[O:13])[CH:9]=[C:8]2[CH3:14].[H-].[Na+].[CH3:17]I, predict the reaction product. The product is: [CH3:1][O:2][C:3]1[CH:4]=[CH:5][CH:6]=[C:7]2[C:12]=1[N:11]([CH3:17])[C:10](=[O:13])[CH:9]=[C:8]2[CH3:14]. (8) The product is: [ClH:35].[CH3:1][C:2]1([CH3:34])[CH2:7][CH2:6][C:5]([C:8]2[C:13]([NH:14][C:15]([C:17]3[NH:18][CH:19]=[C:20]([C:22]#[N:23])[N:21]=3)=[O:16])=[CH:12][CH:11]=[C:10]([CH:24]3[CH2:25][C:26]([CH3:33])([CH3:32])[O:27][C:28]([CH3:31])([CH3:30])[CH2:29]3)[N:9]=2)=[CH:4][CH2:3]1. Given the reactants [CH3:1][C:2]1([CH3:34])[CH2:7][CH2:6][C:5]([C:8]2[C:13]([NH:14][C:15]([C:17]3[NH:18][CH:19]=[C:20]([C:22]#[N:23])[N:21]=3)=[O:16])=[CH:12][CH:11]=[C:10]([CH:24]3[CH2:29][C:28]([CH3:31])([CH3:30])[O:27][C:26]([CH3:33])([CH3:32])[CH2:25]3)[N:9]=2)=[CH:4][CH2:3]1.[ClH:35], predict the reaction product. (9) Given the reactants [NH2:1][C:2]1[CH:7]=[CH:6][C:5]([C:8]2[CH:16]=[CH:15][CH:14]=[C:13]3[C:9]=2[CH2:10][NH:11][C:12]3=[O:17])=[CH:4][CH:3]=1.[OH-].[Na+].[C:20](Cl)(OCC(Cl)(Cl)Cl)=[O:21].[NH2:29][C:30]1[NH:34][N:33]=[C:32]([C:35]([CH3:38])([CH3:37])[CH3:36])[CH:31]=1.CCN(C(C)C)C(C)C, predict the reaction product. The product is: [C:35]([C:32]1[CH:31]=[C:30]([NH:29][C:20]([NH:1][C:2]2[CH:3]=[CH:4][C:5]([C:8]3[CH:16]=[CH:15][CH:14]=[C:13]4[C:9]=3[CH2:10][NH:11][C:12]4=[O:17])=[CH:6][CH:7]=2)=[O:21])[NH:34][N:33]=1)([CH3:38])([CH3:37])[CH3:36]. (10) Given the reactants [Br:1][C:2]1[C:3]([Cl:16])=[CH:4][C:5]([O:14][CH3:15])=[C:6]([NH:8][C@@H:9]([CH3:13])[C:10]([OH:12])=O)[CH:7]=1.[N:17]1([CH:23]2[CH2:26][N:25]([C:27]([O:29][C:30]([CH3:33])([CH3:32])[CH3:31])=[O:28])[CH2:24]2)[CH2:22][CH2:21][NH:20][CH2:19][CH2:18]1.CCN=C=NCCCN(C)C.Cl.C1C=CC2N(O)N=NC=2C=1.CCN(CC)CC, predict the reaction product. The product is: [Br:1][C:2]1[C:3]([Cl:16])=[CH:4][C:5]([O:14][CH3:15])=[C:6]([NH:8][C@@H:9]([CH3:13])[C:10]([N:20]2[CH2:21][CH2:22][N:17]([CH:23]3[CH2:24][N:25]([C:27]([O:29][C:30]([CH3:33])([CH3:32])[CH3:31])=[O:28])[CH2:26]3)[CH2:18][CH2:19]2)=[O:12])[CH:7]=1.